From a dataset of Forward reaction prediction with 1.9M reactions from USPTO patents (1976-2016). Predict the product of the given reaction. Given the reactants [CH2:1]=[C:2]1[C:8](=[O:9])[NH:7][C:6]2[N:10]=[CH:11][CH:12]=[CH:13][C:5]=2[CH2:4][CH2:3]1.Cl.[C:15]1([CH3:27])[CH:20]=[CH:19][CH:18]=[CH:17][C:16]=1[CH:21]1[CH2:26][CH2:25][NH:24][CH2:23][CH2:22]1, predict the reaction product. The product is: [C:15]1([CH3:27])[CH:20]=[CH:19][CH:18]=[CH:17][C:16]=1[CH:21]1[CH2:26][CH2:25][N:24]([CH2:1][CH:2]2[C:8](=[O:9])[NH:7][C:6]3[N:10]=[CH:11][CH:12]=[CH:13][C:5]=3[CH2:4][CH2:3]2)[CH2:23][CH2:22]1.